From a dataset of Peptide-MHC class II binding affinity with 134,281 pairs from IEDB. Regression. Given a peptide amino acid sequence and an MHC pseudo amino acid sequence, predict their binding affinity value. This is MHC class II binding data. (1) The peptide sequence is KPVSQMRMATPLLM. The MHC is H-2-IAb with pseudo-sequence H-2-IAb. The binding affinity (normalized) is 0.576. (2) The peptide sequence is DGQGKAVWGKNSCAK. The MHC is HLA-DQA10201-DQB10202 with pseudo-sequence HLA-DQA10201-DQB10202. The binding affinity (normalized) is 0. (3) The peptide sequence is EFEPPHAATIRVLAL. The MHC is DRB1_0301 with pseudo-sequence DRB1_0301. The binding affinity (normalized) is 0.0124.